This data is from Catalyst prediction with 721,799 reactions and 888 catalyst types from USPTO. The task is: Predict which catalyst facilitates the given reaction. (1) Reactant: [NH2:1][C:2]1[N:3]=[C:4]2[CH:9]=[CH:8][C:7]([O:10][C:11]3[CH:12]=[C:13]([NH:17][C:18](=[O:29])[C:19]4[CH:24]=[CH:23][CH:22]=[C:21]([C:25]([F:28])([F:27])[F:26])[CH:20]=4)[CH:14]=[CH:15][CH:16]=3)=[N:6][N:5]2[CH:30]=1.I[C:32]1[CH:37]=[CH:36][CH:35]=[CH:34][CH:33]=1.C1(P(C2CCCCC2)C2C=CC=CC=2C2C(C(C)C)=CC(C(C)C)=CC=2C(C)C)CCCCC1.CC(C)([O-])C.[Na+].C(=O)([O-])O.[Na+]. Product: [NH:1]([C:2]1[N:3]=[C:4]2[CH:9]=[CH:8][C:7]([O:10][C:11]3[CH:12]=[C:13]([NH:17][C:18](=[O:29])[C:19]4[CH:24]=[CH:23][CH:22]=[C:21]([C:25]([F:28])([F:27])[F:26])[CH:20]=4)[CH:14]=[CH:15][CH:16]=3)=[N:6][N:5]2[CH:30]=1)[C:32]1[CH:37]=[CH:36][CH:35]=[CH:34][CH:33]=1. The catalyst class is: 187. (2) Reactant: C(N(C(C)C)CC)(C)C.[F:10][C:11]([F:24])([F:23])[S:12]([O:15]S(C(F)(F)F)(=O)=O)(=[O:14])=[O:13].[CH2:25]([C:27]([C:45]1[CH:50]=[C:49]([CH3:51])[C:48](O)=[C:47]([CH3:53])[CH:46]=1)([C:30]1[CH:35]=[CH:34][C:33](/[CH:36]=[CH:37]/[C:38]([CH2:42][CH3:43])([OH:41])[CH2:39][CH3:40])=[C:32]([CH3:44])[CH:31]=1)[CH2:28][CH3:29])[CH3:26].C(=O)(O)[O-].[Na+]. Product: [CH2:25]([C:27]([C:45]1[CH:46]=[C:47]([CH3:53])[C:48]([O:15][S:12]([C:11]([F:24])([F:23])[F:10])(=[O:14])=[O:13])=[C:49]([CH3:51])[CH:50]=1)([C:30]1[CH:35]=[CH:34][C:33](/[CH:36]=[CH:37]/[C:38]([CH2:39][CH3:40])([OH:41])[CH2:42][CH3:43])=[C:32]([CH3:44])[CH:31]=1)[CH2:28][CH3:29])[CH3:26]. The catalyst class is: 4. (3) Reactant: [Cl:1][C:2]1[CH:3]=[C:4]([C:14]2([OH:21])[CH2:17][CH:16]([C:18](O)=[O:19])[CH2:15]2)[CH:5]=[CH:6][C:7]=1[CH2:8][N:9]1[CH2:13][CH2:12][CH2:11][CH2:10]1.Cl.[O:23]1[C:29]2[CH:30]=[CH:31][CH:32]=[CH:33][C:28]=2[CH2:27][NH:26][CH2:25][CH2:24]1.C(N(CC)CC)C.C(P1(=O)OP(CCC)(=O)OP(CCC)(=O)O1)CC.[OH-].[Na+]. Product: [Cl:1][C:2]1[CH:3]=[C:4]([C:14]2([OH:21])[CH2:15][CH:16]([C:18]([N:26]3[CH2:27][C:28]4[CH:33]=[CH:32][CH:31]=[CH:30][C:29]=4[O:23][CH2:24][CH2:25]3)=[O:19])[CH2:17]2)[CH:5]=[CH:6][C:7]=1[CH2:8][N:9]1[CH2:10][CH2:11][CH2:12][CH2:13]1. The catalyst class is: 25. (4) Reactant: [ClH:1].C(OCC)(=O)C.[CH:8]([O:11][C:12]1[CH:17]=[CH:16][C:15]([NH:18][C:19]([C@H:21]2[C@H:26]3[CH2:27][CH2:28][C@H:23]([CH2:24][N:25]3C(OC(C)(C)C)=O)[CH2:22]2)=[O:20])=[CH:14][CH:13]=1)([CH3:10])[CH3:9]. Product: [ClH:1].[CH:8]([O:11][C:12]1[CH:17]=[CH:16][C:15]([NH:18][C:19]([C@H:21]2[C@H:26]3[CH2:27][CH2:28][C@H:23]([CH2:24][NH:25]3)[CH2:22]2)=[O:20])=[CH:14][CH:13]=1)([CH3:10])[CH3:9]. The catalyst class is: 22. (5) Reactant: [OH:1][C:2]1[C:11]2[C:6](=[CH:7][CH:8]=[CH:9][CH:10]=2)[C:5]([NH:12][C:13](=[O:19])[O:14][C:15]([CH3:18])([CH3:17])[CH3:16])=[CH:4][CH:3]=1.C([O-])([O-])=O.[K+].[K+].Cl.[N:27]1[CH:32]=[CH:31][C:30]([CH2:33]Cl)=[CH:29][CH:28]=1. Product: [N:27]1[CH:32]=[CH:31][C:30]([CH2:33][O:1][C:2]2[C:11]3[C:6](=[CH:7][CH:8]=[CH:9][CH:10]=3)[C:5]([NH:12][C:13](=[O:19])[O:14][C:15]([CH3:16])([CH3:18])[CH3:17])=[CH:4][CH:3]=2)=[CH:29][CH:28]=1. The catalyst class is: 23.